From a dataset of Full USPTO retrosynthesis dataset with 1.9M reactions from patents (1976-2016). Predict the reactants needed to synthesize the given product. (1) Given the product [O:1]=[C:2]1[NH:7][C:6](=[O:8])[CH:5]=[CH:4][N:3]1[C:9]1[CH:10]=[C:11]([C:39]2[CH:40]=[CH:41][O:37][CH:38]=2)[C:12]([O:30][CH3:31])=[C:13]([C:15]2[CH:23]=[C:22]3[C:18]([C:19]([CH2:24][NH:25][S:26]([CH3:29])(=[O:28])=[O:27])=[CH:20][CH2:21]3)=[CH:17][CH:16]=2)[CH:14]=1, predict the reactants needed to synthesize it. The reactants are: [O:1]=[C:2]1[NH:7][C:6](=[O:8])[CH:5]=[CH:4][N:3]1[C:9]1[CH:10]=[C:11](C2OC=CC=2)[C:12]([O:30][CH3:31])=[C:13]([C:15]2[CH:23]=[C:22]3[C:18]([C:19]([CH2:24][NH:25][S:26]([CH3:29])(=[O:28])=[O:27])=[CH:20][CH2:21]3)=[CH:17][CH:16]=2)[CH:14]=1.[O:37]1[CH:41]=[CH:40][C:39](B(O)O)=[CH:38]1. (2) Given the product [Cl:1][C:2]1[CH:3]=[C:4]([F:16])[C:5]([C:8]([F:15])([F:14])[CH2:9][OH:10])=[N:6][CH:7]=1, predict the reactants needed to synthesize it. The reactants are: [Cl:1][C:2]1[CH:3]=[C:4]([F:16])[C:5]([C:8]([F:15])([F:14])[C:9](OCC)=[O:10])=[N:6][CH:7]=1.[BH4-].[Na+].